From a dataset of Full USPTO retrosynthesis dataset with 1.9M reactions from patents (1976-2016). Predict the reactants needed to synthesize the given product. (1) Given the product [NH2:1][C:2]1[CH:10]=[CH:9][C:8]([CH2:11][CH2:12][N:13]2[CH2:17][CH2:16][CH2:15][CH2:14]2)=[CH:7][C:3]=1[C:4]([NH2:20])=[O:5], predict the reactants needed to synthesize it. The reactants are: [NH2:1][C:2]1[CH:10]=[CH:9][C:8]([CH2:11][CH2:12][N:13]2[CH2:17][CH2:16][CH2:15][CH2:14]2)=[CH:7][C:3]=1[C:4](O)=[O:5].CC[N:20]=C=NCCCN(C)C.C1C=CC2N(O)N=NC=2C=1.CN1CCOCC1.[OH-].[NH4+]. (2) The reactants are: [Br:1][CH2:2][CH2:3][CH2:4][CH2:5][CH2:6][C:7]([OH:9])=O.[Cl:10]CCl.C(Cl)(=O)C(Cl)=O. Given the product [Br:1][CH2:2][CH2:3][CH2:4][CH2:5][CH2:6][C:7]([Cl:10])=[O:9], predict the reactants needed to synthesize it. (3) Given the product [O:45]=[S:23]1(=[O:22])[CH2:24][CH:26]=[C:27]([C:7]2[CH:6]=[CH:5][C:4]([N:9]3[CH2:13][C@H:12]([CH2:14][N:15]4[CH:19]=[C:18]([CH3:20])[N:17]=[N:16]4)[O:11][C:10]3=[O:21])=[CH:3][C:2]=2[F:1])[CH2:28]1, predict the reactants needed to synthesize it. The reactants are: [F:1][C:2]1[CH:3]=[C:4]([N:9]2[CH2:13][C@H:12]([CH2:14][N:15]3[CH:19]=[C:18]([CH3:20])[N:17]=[N:16]3)[O:11][C:10]2=[O:21])[CH:5]=[CH:6][C:7]=1I.[O:22]=[S:23]1(=[O:45])[CH2:28][CH:27]=[C:26](C2C(F)=CC(N3C[C@H](CN)OC3=O)=CC=2F)C[CH2:24]1.[F-].[K+].C(OCC)(=O)C. (4) Given the product [F:17][C:18]1[CH:19]=[C:20]([O:27][CH2:15][CH2:14][CH2:13][C:7]2[CH:12]=[CH:11][CH:10]=[CH:9][CH:8]=2)[CH:21]=[CH:22][C:23]=1[N+:24]([O-:26])=[O:25], predict the reactants needed to synthesize it. The reactants are: C(=O)([O-])[O-].[K+].[K+].[C:7]1([CH2:13][CH2:14][CH2:15]Br)[CH:12]=[CH:11][CH:10]=[CH:9][CH:8]=1.[F:17][C:18]1[CH:19]=[C:20]([OH:27])[CH:21]=[CH:22][C:23]=1[N+:24]([O-:26])=[O:25].O. (5) Given the product [CH3:3][C:2]([C:4]([O:6][CH3:7])=[O:5])=[CH2:1].[CH3:14][CH2:13][O:12][Si:11]([O:10][CH2:9][CH3:8])([O:15][CH2:16][CH3:17])[O:18][CH2:19][CH3:20], predict the reactants needed to synthesize it. The reactants are: [CH3:1][C:2]([C:4]([O:6][CH3:7])=[O:5])=[CH2:3].[CH3:8][CH2:9][O:10][Si:11]([O:18][CH2:19][CH3:20])([O:15][CH2:16][CH3:17])[O:12][CH2:13][CH3:14]. (6) Given the product [C:1]1([C:18]2[CH:23]=[CH:22][CH:21]=[CH:20][CH:19]=2)[CH:2]=[CH:3][C:4]([NH:7][CH2:8][C:9]2[CH:10]=[C:11]([C:15]([NH:33][S:30]([C:24]3[CH:29]=[CH:28][CH:27]=[CH:26][CH:25]=3)(=[O:32])=[O:31])=[O:16])[O:12][C:13]=2[CH3:14])=[CH:5][CH:6]=1, predict the reactants needed to synthesize it. The reactants are: [C:1]1([C:18]2[CH:23]=[CH:22][CH:21]=[CH:20][CH:19]=2)[CH:6]=[CH:5][C:4]([NH:7][CH2:8][C:9]2[CH:10]=[C:11]([C:15](O)=[O:16])[O:12][C:13]=2[CH3:14])=[CH:3][CH:2]=1.[C:24]1([S:30]([NH2:33])(=[O:32])=[O:31])[CH:29]=[CH:28][CH:27]=[CH:26][CH:25]=1.C(N(CC)CC)C.Cl.CN(C)CCCN=C=NCC. (7) The reactants are: C(O)C.CC(C)=O.CCOCC.[NH2:13][C@H:14]([C:22]([OH:24])=[O:23])[CH2:15][CH2:16][CH2:17][NH:18][C:19](=[NH:21])[NH2:20].[CH3:25][CH2:26][CH2:27][C@H:28]([NH:34][C@H:35]([C:37]([N:39]1[C@H:47]([C:48]([OH:50])=[O:49])[CH2:46][C@H:45]2[C@@H:40]1[CH2:41][CH2:42][CH2:43][CH2:44]2)=[O:38])[CH3:36])[C:29]([O:31][CH2:32][CH3:33])=[O:30]. Given the product [CH3:25][CH2:26][CH2:27][C@H:28]([NH:34][C@H:35]([C:37]([N:39]1[C@H:47]([C:48]([OH:50])=[O:49])[CH2:46][C@H:45]2[C@@H:40]1[CH2:41][CH2:42][CH2:43][CH2:44]2)=[O:38])[CH3:36])[C:29]([O:31][CH2:32][CH3:33])=[O:30].[NH2:13][C@H:14]([C:22]([OH:24])=[O:23])[CH2:15][CH2:16][CH2:17][NH:18][C:19](=[NH:20])[NH2:21], predict the reactants needed to synthesize it. (8) Given the product [C:1]([O:5][C:6]([N:8]1[CH2:12][CH2:11][CH:10]([N:13]2[C:17]3[CH:18]=[CH:19][C:20]([Cl:22])=[CH:21][C:16]=3[N:15]=[C:14]2[CH2:23][N:31]2[C:32]3=[CH:33][N:34]=[CH:35][CH:36]=[C:37]3[C:29]([S:26]([CH3:25])(=[O:27])=[O:28])=[N:30]2)[CH2:9]1)=[O:7])([CH3:2])([CH3:3])[CH3:4], predict the reactants needed to synthesize it. The reactants are: [C:1]([O:5][C:6]([N:8]1[CH2:12][CH2:11][CH:10]([N:13]2[C:17]3[CH:18]=[CH:19][C:20]([Cl:22])=[CH:21][C:16]=3[N:15]=[C:14]2[CH2:23]Cl)[CH2:9]1)=[O:7])([CH3:4])([CH3:3])[CH3:2].[CH3:25][S:26]([C:29]1[C:37]2[C:32](=[CH:33][N:34]=[CH:35][CH:36]=2)[NH:31][N:30]=1)(=[O:28])=[O:27]. (9) Given the product [CH3:5][O:6][C:7]1[CH:12]=[CH:11][N:10]2[N:13]=[C:14]([C:19]3[CH:20]=[CH:21][CH:22]=[CH:23][CH:24]=3)[CH:15]=[C:9]2[CH:8]=1, predict the reactants needed to synthesize it. The reactants are: CS(C)=O.[CH3:5][O:6][C:7]1[CH:12]=[CH:11][N:10]2[N:13]=[C:14]([C:19]3[CH:24]=[CH:23][CH:22]=[CH:21][CH:20]=3)[C:15](C(O)=O)=[C:9]2[CH:8]=1. (10) Given the product [C:11]([O:15][C:16]([N:18]1[CH2:19][CH:20]=[C:21]([C:5]2[C:4]3[C:8](=[CH:9][CH:10]=[C:2]([Cl:1])[CH:3]=3)[NH:7][CH:6]=2)[CH2:22][CH2:23]1)=[O:17])([CH3:14])([CH3:12])[CH3:13], predict the reactants needed to synthesize it. The reactants are: [Cl:1][C:2]1[CH:3]=[C:4]2[C:8](=[CH:9][CH:10]=1)[NH:7][CH:6]=[CH:5]2.[C:11]([O:15][C:16]([N:18]1[CH2:23][CH2:22][C:21](=O)[CH2:20][CH2:19]1)=[O:17])([CH3:14])([CH3:13])[CH3:12].N1CCCC1.